Dataset: Forward reaction prediction with 1.9M reactions from USPTO patents (1976-2016). Task: Predict the product of the given reaction. Given the reactants [CH3:1][O:2][C:3](=[O:22])[C:4]([S:13]([C:16]1[CH:21]=[CH:20][CH:19]=[CH:18][CH:17]=1)(=[O:15])=[O:14])([CH:6]1[CH2:11][CH2:10][CH2:9][C:8](=O)[CH2:7]1)[CH3:5].Cl.[Cl:24][C:25]1[N:30]=[CH:29][C:28]([NH:31]N)=[CH:27][CH:26]=1.C([O-])(O)=O.[Na+], predict the reaction product. The product is: [CH3:1][O:2][C:3](=[O:22])[C:4]([S:13]([C:16]1[CH:17]=[CH:18][CH:19]=[CH:20][CH:21]=1)(=[O:14])=[O:15])([CH:6]1[CH2:7][C:8]2[NH:31][C:28]3[CH:27]=[CH:26][C:25]([Cl:24])=[N:30][C:29]=3[C:9]=2[CH2:10][CH2:11]1)[CH3:5].